This data is from Reaction yield outcomes from USPTO patents with 853,638 reactions. The task is: Predict the reaction yield, written as a fraction of the theoretical maximum amount of product (1.0 means a 100% yield; for example, 0.34 means a 34% yield). (1) The reactants are [Cl:1][C:2]1[CH:13]=[CH:12][C:5]([CH2:6][C@@H:7]([C:9]([OH:11])=[O:10])[NH2:8])=[CH:4][CH:3]=1.S(Cl)(Cl)=O.[CH3:18]O. No catalyst specified. The product is [ClH:1].[NH2:8][CH:7]([CH2:6][C:5]1[CH:4]=[CH:3][C:2]([Cl:1])=[CH:13][CH:12]=1)[C:9]([O:11][CH3:18])=[O:10]. The yield is 0.990. (2) The reactants are [Br:1][C:2]1[C:3]([F:12])=[C:4]2[C:10]([NH2:11])=[CH:9][NH:8][C:5]2=[N:6][CH:7]=1.[C:13]([O:17][C:18]([N:20]1[CH2:25][CH2:24][O:23][CH:22]([C:26](O)=[O:27])[CH2:21]1)=[O:19])([CH3:16])([CH3:15])[CH3:14].C1N(P(Cl)(N2C(=O)OCC2)=O)C(=O)OC1.C(N(CC)CC)C.[Li+].[OH-]. The catalyst is C(Cl)Cl.O. The product is [Br:1][C:2]1[C:3]([F:12])=[C:4]2[C:10]([NH:11][C:26]([CH:22]3[O:23][CH2:24][CH2:25][N:20]([C:18]([O:17][C:13]([CH3:16])([CH3:15])[CH3:14])=[O:19])[CH2:21]3)=[O:27])=[CH:9][NH:8][C:5]2=[N:6][CH:7]=1. The yield is 0.979. (3) The reactants are [C:1]([N:4]([CH2:6][C:7]([OH:9])=[O:8])[CH3:5])(=O)C.[P:10]([OH:13])([OH:12])[OH:11].Cl.C=O. No catalyst specified. The product is [P:10]([CH2:1][N:4]([CH3:5])[CH2:6][C:7]([OH:9])=[O:8])([OH:13])([OH:12])=[O:11]. The yield is 0.990.